From a dataset of Forward reaction prediction with 1.9M reactions from USPTO patents (1976-2016). Predict the product of the given reaction. (1) The product is: [Cl:1][C:2]1[CH:7]=[CH:6][C:5]([OH:8])=[CH:4][C:3]=1[C:10]1[C:19]2[C:14](=[C:15]([C:20]([F:22])([F:21])[F:23])[CH:16]=[CH:17][CH:18]=2)[N:13]=[CH:12][N:11]=1. Given the reactants [Cl:1][C:2]1[CH:7]=[CH:6][C:5]([O:8]C)=[CH:4][C:3]=1[C:10]1[C:19]2[C:14](=[C:15]([C:20]([F:23])([F:22])[F:21])[CH:16]=[CH:17][CH:18]=2)[N:13]=[CH:12][N:11]=1.Cl.N1C=CC=CC=1.O, predict the reaction product. (2) Given the reactants [C:1]1([S:7]([NH:10][C:11]2[CH:12]=[C:13]([CH:15]=[CH:16][CH:17]=2)[NH2:14])(=[O:9])=[O:8])[CH:6]=[CH:5][CH:4]=[CH:3][CH:2]=1.[Cl:18][C:19]1[CH:27]=[CH:26][C:25]([N+:28]([O-:30])=[O:29])=[CH:24][C:20]=1[C:21](Cl)=[O:22], predict the reaction product. The product is: [C:1]1([S:7]([NH:10][C:11]2[CH:12]=[C:13]([NH:14][C:21]([C:20]3[CH:24]=[C:25]([N+:28]([O-:30])=[O:29])[CH:26]=[CH:27][C:19]=3[Cl:18])=[O:22])[CH:15]=[CH:16][CH:17]=2)(=[O:8])=[O:9])[CH:6]=[CH:5][CH:4]=[CH:3][CH:2]=1.